Dataset: Catalyst prediction with 721,799 reactions and 888 catalyst types from USPTO. Task: Predict which catalyst facilitates the given reaction. (1) Product: [F:1][C:2]1[CH:7]=[CH:6][C:5]([CH:8]2[C:17]3=[N:31][NH:32][C:19](=[O:20])[C:15]4[CH:14]=[CH:13][CH:12]=[C:11]([C:16]=43)[NH:10][CH:9]2[C:24]2[CH:15]=[C:16]3[C:11](=[CH:12][CH:13]=2)[N:10]=[CH:9][CH:8]=[CH:17]3)=[CH:4][CH:3]=1. Reactant: [F:1][C:2]1[CH:7]=[CH:6][C:5]([CH:8]2[C:17](=O)[C:16]3[C:15]([C:19](OCC)=[O:20])=[CH:14][CH:13]=[CH:12][C:11]=3[NH:10][CH:9]2[C:24]2N(C)C=CN=2)=[CH:4][CH:3]=1.O.[NH2:31][NH2:32]. The catalyst class is: 5. (2) The catalyst class is: 1. Product: [C:12]1([NH:11][C:18](=[NH:25])[C:19]2[CH:24]=[CH:23][CH:22]=[CH:21][CH:20]=2)[CH:17]=[CH:16][CH:15]=[CH:14][CH:13]=1. Reactant: C[Si]([N-][Si](C)(C)C)(C)C.[Na+].[NH2:11][C:12]1[CH:17]=[CH:16][CH:15]=[CH:14][CH:13]=1.[C:18](#[N:25])[C:19]1[CH:24]=[CH:23][CH:22]=[CH:21][CH:20]=1.O. (3) Reactant: CS([C:5]1[N:10]=[C:9]([NH:11][C:12]2[CH:24]=[CH:23][C:15]([C:16]([O:18][C:19]([CH3:22])([CH3:21])[CH3:20])=[O:17])=[CH:14][CH:13]=2)[CH:8]=[C:7]([O:25][CH2:26][C:27]([F:30])([F:29])[F:28])[N:6]=1)(=O)=O.CCN(C(C)C)C(C)C.[NH2:40][CH2:41][C:42]1[CH:47]=[CH:46][C:45]([OH:48])=[CH:44][CH:43]=1. Product: [OH:48][C:45]1[CH:46]=[CH:47][C:42]([CH2:41][NH:40][C:5]2[N:10]=[C:9]([NH:11][C:12]3[CH:24]=[CH:23][C:15]([C:16]([O:18][C:19]([CH3:22])([CH3:21])[CH3:20])=[O:17])=[CH:14][CH:13]=3)[CH:8]=[C:7]([O:25][CH2:26][C:27]([F:30])([F:29])[F:28])[N:6]=2)=[CH:43][CH:44]=1. The catalyst class is: 1.